From a dataset of Forward reaction prediction with 1.9M reactions from USPTO patents (1976-2016). Predict the product of the given reaction. (1) Given the reactants [Br:1][C:2]1[CH:3]=[C:4]([OH:11])[CH:5]=[C:6]([N+:8]([O-:10])=[O:9])[CH:7]=1.Br[CH2:13][C:14]1[CH:19]=[CH:18][CH:17]=[CH:16][CH:15]=1.C([O-])([O-])=O.[K+].[K+], predict the reaction product. The product is: [CH2:13]([O:11][C:4]1[CH:5]=[C:6]([N+:8]([O-:10])=[O:9])[CH:7]=[C:2]([Br:1])[CH:3]=1)[C:14]1[CH:19]=[CH:18][CH:17]=[CH:16][CH:15]=1. (2) Given the reactants Br[CH2:2][C:3]1[C:12]2[C:7](=[C:8]([F:14])[CH:9]=[CH:10][C:11]=2[CH3:13])[NH:6][C:5](=[O:15])[CH:4]=1.[NH:16]1[C:20]2[CH:21]=[CH:22][CH:23]=[CH:24][C:19]=2[N:18]=[C:17]1[C:25]1[S:29][CH:28]=[N:27][C:26]=1[CH3:30], predict the reaction product. The product is: [F:14][C:8]1[CH:9]=[CH:10][C:11]([CH3:13])=[C:12]2[C:7]=1[NH:6][C:5](=[O:15])[CH:4]=[C:3]2[CH2:2][N:16]1[C:20]2[CH:21]=[CH:22][CH:23]=[CH:24][C:19]=2[N:18]=[C:17]1[C:25]1[S:29][CH:28]=[N:27][C:26]=1[CH3:30].